This data is from Full USPTO retrosynthesis dataset with 1.9M reactions from patents (1976-2016). The task is: Predict the reactants needed to synthesize the given product. (1) The reactants are: [C:1](Cl)(=[O:11])[C:2]1[CH:10]=[CH:9][C:5]([C:6](Cl)=[O:7])=[CH:4][CH:3]=1.[C:13]([NH:20][CH2:21][CH2:22][CH2:23][CH2:24][NH2:25])([O:15][C:16]([CH3:19])([CH3:18])[CH3:17])=[O:14].CC[N:28]([CH2:31][CH3:32])[CH2:29]C.[OH2:33]. Given the product [C:16]([O:15][C:13](=[O:14])[NH:20][CH2:21][CH2:22][CH2:23][CH2:24][NH:25][C:1](=[O:11])[C:2]1[CH:10]=[CH:9][C:5]([C:6](=[O:7])[NH:20][CH2:21][CH2:22][CH2:32][CH2:31][NH:28][C:29]([O:15][C:16]([CH3:19])([CH3:18])[CH3:17])=[O:33])=[CH:4][CH:3]=1)([CH3:17])([CH3:18])[CH3:19], predict the reactants needed to synthesize it. (2) Given the product [CH2:3]([O:5][C:6]([CH:8]1[CH2:17][CH2:16][C:11]2[N:12]=[C:13]([NH2:15])[S:14][C:10]=2[CH2:9]1)=[O:7])[CH3:4], predict the reactants needed to synthesize it. The reactants are: O.Br.[CH2:3]([O:5][C:6]([CH:8]1[CH2:17][CH2:16][C:11]2[N:12]=[C:13]([NH2:15])[S:14][C:10]=2[CH2:9]1)=[O:7])[CH3:4]. (3) Given the product [C:1]([O:5][C:6]([N:8]1[CH2:12][CH2:11][CH:10]([CH2:13][NH:14][C:15]2[C:16]3[N:17]([N:21]=[C:22]([NH:38][C:35]4[CH:34]=[CH:33][C:32]([N:29]5[CH2:28][CH2:27][N:26]([CH3:25])[CH2:31][CH2:30]5)=[CH:37][CH:36]=4)[N:23]=3)[CH:18]=[CH:19][CH:20]=2)[CH2:9]1)=[O:7])([CH3:4])([CH3:3])[CH3:2], predict the reactants needed to synthesize it. The reactants are: [C:1]([O:5][C:6]([N:8]1[CH2:12][CH2:11][CH:10]([CH2:13][NH:14][C:15]2[C:16]3[N:17]([N:21]=[C:22](Cl)[N:23]=3)[CH:18]=[CH:19][CH:20]=2)[CH2:9]1)=[O:7])([CH3:4])([CH3:3])[CH3:2].[CH3:25][N:26]1[CH2:31][CH2:30][N:29]([C:32]2[CH:37]=[CH:36][C:35]([NH2:38])=[CH:34][CH:33]=2)[CH2:28][CH2:27]1.C1(P(C2CCCCC2)C2C=CC=CC=2C2C=CC=CC=2P(C2CCCCC2)C2CCCCC2)CCCCC1. (4) Given the product [OH:35][C:32]1[N:33]=[CH:34][C:29]([C:2]2[CH:3]=[CH:4][N:5]3[C:10]([C:11]=2[CH3:12])=[C:9]([CH:13]2[CH2:15][CH2:14]2)[CH:8]=[C:7]([C:16]([O:18][CH3:19])=[O:17])[C:6]3=[O:20])=[CH:30][CH:31]=1, predict the reactants needed to synthesize it. The reactants are: Cl[C:2]1[CH:3]=[CH:4][N:5]2[C:10]([C:11]=1[CH3:12])=[C:9]([CH:13]1[CH2:15][CH2:14]1)[CH:8]=[C:7]([C:16]([O:18][CH3:19])=[O:17])[C:6]2=[O:20].CC1(C)C(C)(C)OB([C:29]2[CH:30]=[CH:31][C:32]([OH:35])=[N:33][CH:34]=2)O1. (5) Given the product [CH2:13]([N:12]([CH2:15][CH3:16])[CH2:11][CH2:10][CH2:9][NH:8][C:6]1[N:7]=[C:2]([C:38]2[CH:39]=[C:40]([CH:44]=[CH:45][CH:46]=2)[C:41]([OH:43])=[O:42])[C:3]2[CH:20]=[CH:19][C:18](=[O:21])[N:17]([C:22]3[C:27]([F:28])=[CH:26][CH:25]=[CH:24][C:23]=3[F:29])[C:4]=2[N:5]=1)[CH3:14], predict the reactants needed to synthesize it. The reactants are: Cl[C:2]1[C:3]2[CH:20]=[CH:19][C:18](=[O:21])[N:17]([C:22]3[C:27]([F:28])=[CH:26][CH:25]=[CH:24][C:23]=3[F:29])[C:4]=2[N:5]=[C:6]([NH:8][CH2:9][CH2:10][CH2:11][N:12]([CH2:15][CH3:16])[CH2:13][CH3:14])[N:7]=1.CC1(C)C(C)(C)OB([C:38]2[CH:39]=[C:40]([CH:44]=[CH:45][CH:46]=2)[C:41]([OH:43])=[O:42])O1.C(=O)([O-])[O-].[K+].[K+]. (6) Given the product [CH3:16][C:17]([CH3:21])([CH3:20])[C:18]#[C:19][C:2]1[S:3][C:4]([C:7]2[CH:12]=[CH:11][CH:10]=[CH:9][C:8]=2[N+:13]([O-:15])=[O:14])=[CH:5][CH:6]=1, predict the reactants needed to synthesize it. The reactants are: I[C:2]1[S:3][C:4]([C:7]2[CH:12]=[CH:11][CH:10]=[CH:9][C:8]=2[N+:13]([O-:15])=[O:14])=[CH:5][CH:6]=1.[CH3:16][C:17]([CH3:21])([CH3:20])[C:18]#[CH:19].O.